The task is: Binary Classification. Given a T-cell receptor sequence (or CDR3 region) and an epitope sequence, predict whether binding occurs between them.. This data is from TCR-epitope binding with 47,182 pairs between 192 epitopes and 23,139 TCRs. The epitope is GMFNMLSTVLGVS. The TCR CDR3 sequence is CASTLGGGQPQHF. Result: 0 (the TCR does not bind to the epitope).